Dataset: Forward reaction prediction with 1.9M reactions from USPTO patents (1976-2016). Task: Predict the product of the given reaction. (1) Given the reactants [O:1]=[C:2]1[CH2:7][CH2:6][N:5]([C:8]([O:10][CH2:11][C:12]2[CH:17]=[CH:16][CH:15]=[CH:14][CH:13]=2)=[O:9])[CH2:4][CH:3]1[C:18]([O:20][CH3:21])=[O:19].[H-].[Na+].[F:24][C:25]([F:44])([F:43])[S:26](N(C1C=CC=CC=1)[S:26]([C:25]([F:44])([F:43])[F:24])(=[O:28])=[O:27])(=[O:28])=[O:27], predict the reaction product. The product is: [F:24][C:25]([F:44])([F:43])[S:26]([O:1][CH:2]1[CH2:7][CH2:6][N:5]([C:8]([O:10][CH2:11][C:12]2[CH:17]=[CH:16][CH:15]=[CH:14][CH:13]=2)=[O:9])[CH2:4][CH:3]1[C:18]([O:20][CH3:21])=[O:19])(=[O:28])=[O:27]. (2) Given the reactants [C:1]([C:3]1[C:4]([NH2:10])=[N:5][CH:6]=[C:7]([F:9])[CH:8]=1)#[CH:2].FC1C=CC(P(C2C=CC(F)=CC=2)C2C=CC(F)=CC=2)=CC=1, predict the reaction product. The product is: [F:9][C:7]1[CH:8]=[C:3]2[CH:1]=[CH:2][NH:10][C:4]2=[N:5][CH:6]=1.